Task: Predict the product of the given reaction.. Dataset: Forward reaction prediction with 1.9M reactions from USPTO patents (1976-2016) (1) Given the reactants [Br:1][C:2]1[CH:7]=[CH:6][C:5]([S:8][CH:9]([C:17]2[CH:25]=[CH:24][C:20]([C:21](O)=[O:22])=[CH:19][CH:18]=2)[CH2:10][CH:11]([CH3:16])[CH2:12][CH2:13][CH2:14][CH3:15])=[CH:4][CH:3]=1.C(N(CC)CC)C.[CH3:33][O:34][C:35](=[O:39])[CH2:36][CH2:37][NH2:38].CCN=C=NCCCN(C)C, predict the reaction product. The product is: [CH3:33][O:34][C:35](=[O:39])[CH2:36][CH2:37][NH:38][C:21](=[O:22])[C:20]1[CH:19]=[CH:18][C:17]([CH:9]([S:8][C:5]2[CH:4]=[CH:3][C:2]([Br:1])=[CH:7][CH:6]=2)[CH2:10][CH:11]([CH3:16])[CH2:12][CH2:13][CH2:14][CH3:15])=[CH:25][CH:24]=1. (2) Given the reactants [Cl:1][C:2]1[CH:10]=[C:9]2[C:5]([C:6]([C:22]3[CH:27]=[CH:26][C:25]([S:28]([CH3:31])(=[O:30])=[O:29])=[CH:24][CH:23]=3)=[C:7]([CH2:20]O)[N:8]2S(C2C=CC=CC=2)(=O)=O)=[CH:4][CH:3]=1.CS(Cl)(=O)=O.C(N(CC)CC)C.CC([O-])(C)C.[Na+].[NH:50]1[C:54]2=[CH:55][N:56]=[CH:57][CH:58]=[C:53]2[C:52]2([CH2:60][CH2:59]2)[C:51]1=[O:61], predict the reaction product. The product is: [Cl:1][C:2]1[CH:10]=[C:9]2[C:5]([C:6]([C:22]3[CH:23]=[CH:24][C:25]([S:28]([CH3:31])(=[O:30])=[O:29])=[CH:26][CH:27]=3)=[C:7]([CH2:20][N:50]3[C:54]4=[CH:55][N:56]=[CH:57][CH:58]=[C:53]4[C:52]4([CH2:59][CH2:60]4)[C:51]3=[O:61])[NH:8]2)=[CH:4][CH:3]=1. (3) The product is: [CH2:1]([O:3][C:4]([CH:6]1[CH2:11][CH2:10][C:9]([O:12][S:30]([C:29]([F:42])([F:41])[F:28])(=[O:32])=[O:31])=[CH:8][CH2:7]1)=[O:5])[CH3:2]. Given the reactants [CH2:1]([O:3][C:4]([CH:6]1[CH2:11][CH2:10][C:9](=[O:12])[CH2:8][CH2:7]1)=[O:5])[CH3:2].C(C1C=C(C)C=C(C(C)(C)C)N=1)(C)(C)C.[F:28][C:29]([F:42])([F:41])[S:30](O[S:30]([C:29]([F:42])([F:41])[F:28])(=[O:32])=[O:31])(=[O:32])=[O:31].C(=O)([O-])O.[Na+], predict the reaction product.